From a dataset of Reaction yield outcomes from USPTO patents with 853,638 reactions. Predict the reaction yield, written as a fraction of the theoretical maximum amount of product (1.0 means a 100% yield; for example, 0.34 means a 34% yield). The reactants are Br[C:2]1[CH:3]=[C:4]2[C:9](=[C:10]([F:12])[CH:11]=1)[N:8]=[CH:7][CH:6]=[CH:5]2.C(=O)([O-])[O-].[K+].[K+].[CH2:19](B([CH2:19][CH2:20][CH2:21][CH3:22])[CH2:19][CH2:20][CH2:21][CH3:22])[CH2:20][CH2:21][CH3:22].[Cl-]. The catalyst is CN(C=O)C.C1COCC1.O. The product is [CH2:19]([C:2]1[CH:3]=[C:4]2[C:9](=[C:10]([F:12])[CH:11]=1)[N:8]=[CH:7][CH:6]=[CH:5]2)[CH2:20][CH2:21][CH3:22]. The yield is 0.670.